Dataset: CYP3A4 inhibition data for predicting drug metabolism from PubChem BioAssay. Task: Regression/Classification. Given a drug SMILES string, predict its absorption, distribution, metabolism, or excretion properties. Task type varies by dataset: regression for continuous measurements (e.g., permeability, clearance, half-life) or binary classification for categorical outcomes (e.g., BBB penetration, CYP inhibition). Dataset: cyp3a4_veith. (1) The drug is CCOc1cc2[nH]c(=S)n(CCCC(=O)NCc3ccco3)c(=O)c2cc1OCC. The result is 1 (inhibitor). (2) The result is 1 (inhibitor). The compound is CC(C)c1cc(Nc2cccc(O)c2)cc(C(C)C)c1O. (3) The molecule is CC1(C)[C@@H]2CC[C@@]1(CS(=O)(=O)O)C(=O)C2.CN1[C@H](c2ccccc2)CC(=NO)C[C@@H]1c1ccccc1. The result is 0 (non-inhibitor). (4) The drug is Nc1nc(SCC(=O)Nc2ccccc2Sc2ccc(Cl)cc2)n[nH]1. The result is 1 (inhibitor).